The task is: Predict the reaction yield, written as a fraction of the theoretical maximum amount of product (1.0 means a 100% yield; for example, 0.34 means a 34% yield).. This data is from Reaction yield outcomes from USPTO patents with 853,638 reactions. (1) The reactants are [O:1]=[C:2]1[C:7]([CH2:8][C:9]2[CH:14]=[CH:13][C:12]([C:15]3[C:16]([C:21]#[N:22])=[CH:17][CH:18]=[CH:19][CH:20]=3)=[CH:11][CH:10]=2)=[C:6]([CH2:23][CH2:24][CH3:25])[N:5]2[N:26]=[CH:27][N:28]=[C:4]2[N:3]1[CH:29]1[CH2:34][CH2:33][C:32](=O)[CH2:31][CH2:30]1.[O:36]1[CH2:41][CH2:40][CH:39]([NH2:42])[CH2:38][CH2:37]1.C(O[BH-](OC(=O)C)OC(=O)C)(=O)C.[Na+].O. The yield is 0.320. The catalyst is C(O)(=O)C.O1CCCC1. The product is [O:1]=[C:2]1[C:7]([CH2:8][C:9]2[CH:10]=[CH:11][C:12]([C:15]3[C:16]([C:21]#[N:22])=[CH:17][CH:18]=[CH:19][CH:20]=3)=[CH:13][CH:14]=2)=[C:6]([CH2:23][CH2:24][CH3:25])[N:5]2[N:26]=[CH:27][N:28]=[C:4]2[N:3]1[C@H:29]1[CH2:34][CH2:33][C@H:32]([NH:42][CH:39]2[CH2:40][CH2:41][O:36][CH2:37][CH2:38]2)[CH2:31][CH2:30]1. (2) The reactants are C[O-].[Na+].[CH2:4]([O:6][C:7]([C:9]1[CH:13]=[C:12]([C:14]2[CH:19]=[CH:18][CH:17]=[CH:16][N:15]=2)[N:11]([C:20]2[N:21]=[N:22][C:23](Cl)=[CH:24][CH:25]=2)[N:10]=1)=[O:8])C.[C:27](OCC)(=[O:29])C.C(=O)([O-])O.[Na+]. The catalyst is CO. The product is [CH3:4][O:6][C:7]([C:9]1[CH:13]=[C:12]([C:14]2[CH:19]=[CH:18][CH:17]=[CH:16][N:15]=2)[N:11]([C:20]2[N:21]=[N:22][C:23]([O:29][CH3:27])=[CH:24][CH:25]=2)[N:10]=1)=[O:8]. The yield is 0.340. (3) The reactants are [CH:1]1([N:6]2[C:10]3[N:11]=[C:12]([NH:15][C:16]4[CH:21]=[CH:20][C:19]([N:22]5[CH2:27][CH2:26][NH:25][CH2:24][CH2:23]5)=[CH:18][N:17]=4)[N:13]=[CH:14][C:9]=3[C:8]3[CH:28]=[CH:29][N:30]=[CH:31][C:7]2=3)[CH2:5][CH2:4][CH2:3][CH2:2]1.C(N(CC)C(C)C)(C)C.[C:41](Cl)(=[O:43])[CH3:42]. The catalyst is CN(C=O)C. The product is [C:41]([N:25]1[CH2:26][CH2:27][N:22]([C:19]2[CH:20]=[CH:21][C:16]([NH:15][C:12]3[N:13]=[CH:14][C:9]4[C:8]5[CH:28]=[CH:29][N:30]=[CH:31][C:7]=5[N:6]([CH:1]5[CH2:2][CH2:3][CH2:4][CH2:5]5)[C:10]=4[N:11]=3)=[N:17][CH:18]=2)[CH2:23][CH2:24]1)(=[O:43])[CH3:42]. The yield is 0.740. (4) The reactants are Cl[C:2]1[N:7]=[C:6]([NH:8][C:9]2[CH:14]=[CH:13][C:12]3[O:15][CH2:16][CH2:17][O:18][C:11]=3[CH:10]=2)[C:5]([F:19])=[CH:4][N:3]=1.C(N(CC)C(C)C)(C)C.[CH2:29]([O:35][C:36]1[CH:42]=[CH:41][C:39]([NH2:40])=[CH:38][CH:37]=1)[CH2:30][CH2:31][CH2:32][CH2:33][CH3:34]. The catalyst is C(O)CO. The product is [CH2:17]1[CH2:16][O:15][C:12]2[CH:13]=[CH:14][C:9]([NH:8][C:6]3[C:5]([F:19])=[CH:4][N:3]=[C:2]([NH:40][C:39]4[CH:38]=[CH:37][C:36]([O:35][CH2:29][CH2:30][CH2:31][CH2:32][CH2:33][CH3:34])=[CH:42][CH:41]=4)[N:7]=3)=[CH:10][C:11]=2[O:18]1. The yield is 0.230. (5) The product is [Cl:7][C:8]1[N:13]=[C:12]([N:1]2[CH2:6][CH2:5][O:4][CH2:3][CH2:2]2)[C:11]2[CH2:15][CH2:16][CH2:17][C:10]=2[N:9]=1. The catalyst is C(O)C. The yield is 0.860. The reactants are [NH:1]1[CH2:6][CH2:5][O:4][CH2:3][CH2:2]1.[Cl:7][C:8]1[N:13]=[C:12](Cl)[C:11]2[CH2:15][CH2:16][CH2:17][C:10]=2[N:9]=1. (6) The reactants are [C:1]12[CH:13]=[CH:12][CH:11]=[CH:10][C:9]=1[S:8][C:7]1[C:6](=[O:14])[NH:5][CH2:4][CH2:3][C:2]2=1.[C:15]([O:18][CH2:19][C:20]1[C:25]([Br:26])=[CH:24][C:23]([F:27])=[CH:22][C:21]=1Br)(=[O:17])[CH3:16].CC1(C)C2C(=C(P(C3C=CC=CC=3)C3C=CC=CC=3)C=CC=2)OC2C(P(C3C=CC=CC=3)C3C=CC=CC=3)=CC=CC1=2.C([O-])([O-])=O.[Cs+].[Cs+]. The catalyst is O1CCOCC1.C1C=CC(/C=C/C(/C=C/C2C=CC=CC=2)=O)=CC=1.C1C=CC(/C=C/C(/C=C/C2C=CC=CC=2)=O)=CC=1.C1C=CC(/C=C/C(/C=C/C2C=CC=CC=2)=O)=CC=1.[Pd].[Pd]. The yield is 0.330. The product is [C:15]([O:18][CH2:19][C:20]1[C:21]([N:5]2[C:6](=[O:14])[C:7]3[S:8][C:9]4[CH:10]=[CH:11][CH:12]=[CH:13][C:1]=4[C:2]=3[CH2:3][CH2:4]2)=[CH:22][C:23]([F:27])=[CH:24][C:25]=1[Br:26])(=[O:17])[CH3:16]. (7) The reactants are [F:1][C:2]([F:7])([F:6])[C:3]([OH:5])=[O:4].[F:8][C:9]([F:14])([F:13])[C:10]([OH:12])=[O:11].FC(F)(F)C(O)=O.[Cl:22][C:23]1[CH:24]=[N:25][C:26]2[NH:27][C:28]3[CH:29]=[N:30][CH:31]=[C:32]([CH:54]=3)[CH2:33][CH2:34][C:35]3[CH:43]=[C:39]([NH:40][C:41]=1[N:42]=2)[CH:38]=[CH:37][C:36]=3[NH:44][C:45](=[O:53])[CH2:46][CH:47]1[CH2:52][CH2:51][NH:50][CH2:49][CH2:48]1.[C:55]([C:57]1[CH:62]=[CH:61][C:60]([S:63](Cl)(=[O:65])=[O:64])=[CH:59][CH:58]=1)#[N:56]. No catalyst specified. The product is [F:1][C:2]([F:7])([F:6])[C:3]([OH:5])=[O:4].[F:8][C:9]([F:14])([F:13])[C:10]([OH:12])=[O:11].[Cl:22][C:23]1[CH:24]=[N:25][C:26]2[NH:27][C:28]3[CH:29]=[N:30][CH:31]=[C:32]([CH:54]=3)[CH2:33][CH2:34][C:35]3[CH:43]=[C:39]([NH:40][C:41]=1[N:42]=2)[CH:38]=[CH:37][C:36]=3[NH:44][C:45](=[O:53])[CH2:46][CH:47]1[CH2:52][CH2:51][N:50]([S:63]([C:60]2[CH:59]=[CH:58][C:57]([C:55]#[N:56])=[CH:62][CH:61]=2)(=[O:65])=[O:64])[CH2:49][CH2:48]1. The yield is 0.220.